From a dataset of Catalyst prediction with 721,799 reactions and 888 catalyst types from USPTO. Predict which catalyst facilitates the given reaction. (1) Reactant: [CH2:1]([N:8]1[CH2:21][CH:20](I)[CH2:19][C:9]21[CH2:18][CH2:17][C:12]1([O:16][CH2:15][CH2:14][O:13]1)[CH2:11][CH2:10]2)[C:2]1[CH:7]=[CH:6][CH:5]=[CH:4][CH:3]=1.O1C2(CCC(=O)CC2)OCC1. Product: [CH2:1]([N:8]1[CH2:21][CH2:20][CH2:19][C:9]21[CH2:18][CH2:17][C:12]1([O:16][CH2:15][CH2:14][O:13]1)[CH2:11][CH2:10]2)[C:2]1[CH:3]=[CH:4][CH:5]=[CH:6][CH:7]=1. The catalyst class is: 105. (2) Reactant: [CH3:1][O:2][C:3](=[O:13])[CH:4]([NH2:12])[CH2:5][C:6]1[CH:11]=[CH:10][CH:9]=[CH:8][CH:7]=1.[C:14]1([CH2:20][CH2:21][S:22](Cl)(=[O:24])=[O:23])[CH:19]=[CH:18][CH:17]=[CH:16][CH:15]=1.C(N(CC)CC)C. Product: [CH3:1][O:2][C:3](=[O:13])[C@H:4]([NH:12][S:22]([CH2:21][CH2:20][C:14]1[CH:19]=[CH:18][CH:17]=[CH:16][CH:15]=1)(=[O:24])=[O:23])[CH2:5][C:6]1[CH:11]=[CH:10][CH:9]=[CH:8][CH:7]=1. The catalyst class is: 7.